The task is: Predict the product of the given reaction.. This data is from Forward reaction prediction with 1.9M reactions from USPTO patents (1976-2016). Given the reactants [CH3:1][C:2]1[CH:3]=[C:4]([NH:9][C:10]2[CH:15]=[CH:14][C:13]([N+:16]([O-:18])=[O:17])=[CH:12][C:11]=2[S:19]([N:22]2[CH2:27][CH2:26][N:25](C(OC(C)(C)C)=O)[CH2:24][CH2:23]2)(=[O:21])=[O:20])[CH:5]=[C:6]([CH3:8])[CH:7]=1.[ClH:35], predict the reaction product. The product is: [ClH:35].[ClH:35].[CH3:8][C:6]1[CH:5]=[C:4]([NH:9][C:10]2[CH:15]=[CH:14][C:13]([N+:16]([O-:18])=[O:17])=[CH:12][C:11]=2[S:19]([N:22]2[CH2:23][CH2:24][NH:25][CH2:26][CH2:27]2)(=[O:21])=[O:20])[CH:3]=[C:2]([CH3:1])[CH:7]=1.